From a dataset of Catalyst prediction with 721,799 reactions and 888 catalyst types from USPTO. Predict which catalyst facilitates the given reaction. (1) Reactant: [Cl:1][C:2]1[N:3]=[CH:4][C:5]2[CH:10]=[C:9]([C:11]([OH:13])=O)[N:8]([CH:14]([CH2:17][CH3:18])[CH2:15][CH3:16])[C:6]=2[N:7]=1.F[P-](F)(F)(F)(F)F.N1(O[P+](N(C)C)(N(C)C)[N:37]([CH3:39])[CH3:38])C2C=CC=CC=2N=N1.C(N(CC)C(C)C)(C)C.CNC. Product: [CH3:38][N:37]([CH3:39])[C:11]([C:9]1[N:8]([CH:14]([CH2:17][CH3:18])[CH2:15][CH3:16])[C:6]2[N:7]=[C:2]([Cl:1])[N:3]=[CH:4][C:5]=2[CH:10]=1)=[O:13]. The catalyst class is: 198. (2) Reactant: [Cl:1][C:2]1[CH:7]=[C:6](F)[CH:5]=[CH:4][C:3]=1[CH2:9][C:10]([NH:12][C:13]([CH3:21])([CH:18]([CH3:20])[CH3:19])[C:14]([O:16]C)=O)=[O:11].C[C:23]([O-:26])(C)C.[K+].O. Product: [Cl:1][C:2]1[CH:7]=[C:6]([O:26][CH3:23])[CH:5]=[CH:4][C:3]=1[CH:9]1[C:14](=[O:16])[C:13]([CH:18]([CH3:20])[CH3:19])([CH3:21])[NH:12][C:10]1=[O:11]. The catalyst class is: 359. (3) Reactant: Cl.[Cl:2][C:3]1[CH:4]=[N+:5]([O-:35])[CH:6]=[C:7]([Cl:34])[C:8]=1[CH2:9][C@@H:10]([C:19]1[CH:24]=[CH:23][C:22]([O:25][CH:26]([F:28])[F:27])=[C:21]([O:29][CH2:30][CH:31]2[CH2:33][CH2:32]2)[CH:20]=1)[O:11][C:12]([C@H:14]1[NH:18][CH2:17][CH2:16][S:15]1)=[O:13].[CH:36]1([CH:39]=O)[CH2:38][CH2:37]1.C([BH3-])#N.[Na+]. Product: [Cl:2][C:3]1[CH:4]=[N+:5]([O-:35])[CH:6]=[C:7]([Cl:34])[C:8]=1[CH2:9][C@@H:10]([C:19]1[CH:24]=[CH:23][C:22]([O:25][CH:26]([F:28])[F:27])=[C:21]([O:29][CH2:30][CH:31]2[CH2:33][CH2:32]2)[CH:20]=1)[O:11][C:12]([C@H:14]1[N:18]([CH2:39][CH:36]2[CH2:38][CH2:37]2)[CH2:17][CH2:16][S:15]1)=[O:13]. The catalyst class is: 5. (4) Reactant: [Br:1][C:2]1[CH:7]=[C:6]([Cl:8])[CH:5]=[CH:4][C:3]=1[OH:9].Br[CH2:11][CH:12]([F:14])[F:13].C(=O)([O-])[O-].[K+].[K+]. Product: [Br:1][C:2]1[CH:7]=[C:6]([Cl:8])[CH:5]=[CH:4][C:3]=1[O:9][CH2:11][CH:12]([F:14])[F:13]. The catalyst class is: 131. (5) Reactant: [CH3:1][O:2][CH2:3][CH:4]=[N:5][OH:6].[CH2:7]([O:9][C:10](=[O:13])[C:11]#[CH:12])[CH3:8].[O-]Cl.[Na+]. Product: [CH2:7]([O:9][C:10]([C:11]1[O:6][N:5]=[C:4]([CH2:3][O:2][CH3:1])[CH:12]=1)=[O:13])[CH3:8]. The catalyst class is: 1. (6) Reactant: [CH3:1][O:2][N:3]([CH3:14])[C:4](=[O:13])[C@@H:5]([C@H:7]1[CH2:11][O:10][C:9](=[O:12])[NH:8]1)[CH3:6].Br[CH2:16][C:17]1[CH:22]=[CH:21][CH:20]=[CH:19][CH:18]=1.[H-].[Na+]. Product: [CH2:16]([N:8]1[C@@H:7]([C@@H:5]([CH3:6])[C:4]([N:3]([O:2][CH3:1])[CH3:14])=[O:13])[CH2:11][O:10][C:9]1=[O:12])[C:17]1[CH:22]=[CH:21][CH:20]=[CH:19][CH:18]=1. The catalyst class is: 1. (7) Reactant: [CH:1]([N:14]1[CH2:17][C@@H:16]([OH:18])[C@@H:15]1[CH3:19])([C:8]1[CH:13]=[CH:12][CH:11]=[CH:10][CH:9]=1)[C:2]1[CH:7]=[CH:6][CH:5]=[CH:4][CH:3]=1.I[CH3:21].[H-].[Na+].O. Product: [CH:1]([N:14]1[CH2:17][C@@H:16]([O:18][CH3:21])[C@@H:15]1[CH3:19])([C:8]1[CH:13]=[CH:12][CH:11]=[CH:10][CH:9]=1)[C:2]1[CH:3]=[CH:4][CH:5]=[CH:6][CH:7]=1. The catalyst class is: 1. (8) Reactant: [F:1][C:2]([F:17])([F:16])[C:3]1[CH:8]=[C:7]([NH:9][C:10]2[CH2:14][CH2:13][C:12](=[O:15])[CH:11]=2)[CH:6]=[CH:5][N:4]=1.[H-].[Na+].[C:20]([O:24][C:25](=[O:46])[NH:26][CH:27](S(C1C=CC=CC=1)(=O)=O)[C:28]1[CH:33]=[CH:32][C:31]([C:34]#[N:35])=[CH:30][C:29]=1[Br:36])([CH3:23])([CH3:22])[CH3:21].C(OCC)(=O)C. Product: [C:20]([O:24][C:25](=[O:46])[NH:26][CH:27]([C:28]1[CH:33]=[CH:32][C:31]([C:34]#[N:35])=[CH:30][C:29]=1[Br:36])[C:11]1[C:12](=[O:15])[CH2:13][CH2:14][C:10]=1[NH:9][C:7]1[CH:6]=[CH:5][N:4]=[C:3]([C:2]([F:1])([F:16])[F:17])[CH:8]=1)([CH3:23])([CH3:21])[CH3:22]. The catalyst class is: 504.